From a dataset of Forward reaction prediction with 1.9M reactions from USPTO patents (1976-2016). Predict the product of the given reaction. (1) Given the reactants C([O:3][C:4]([C:6]1[C:7]([C:12]2[CH:17]=[CH:16][C:15]([CH3:18])=[CH:14][C:13]=2[F:19])=[N:8][O:9][C:10]=1[CH3:11])=O)C.C(OC(C1C(C2C=CC=CC=2F)=NOC=1C)=O)C, predict the reaction product. The product is: [F:19][C:13]1[CH:14]=[C:15]([CH3:18])[CH:16]=[CH:17][C:12]=1[C:7]1[C:6]([CH2:4][OH:3])=[C:10]([CH3:11])[O:9][N:8]=1. (2) The product is: [C:13]([O:17][CH2:12][CH2:11][CH:9]=[O:10])(=[O:16])[CH:14]=[CH2:15]. Given the reactants C(C=C)=O.[C:9]1([CH:12]=[CH:11][C:9]([OH:10])=[CH:12][CH:11]=1)[OH:10].[C:13]([OH:17])(=[O:16])[CH:14]=[CH2:15], predict the reaction product. (3) Given the reactants [CH3:1][CH:2]1[C:11]2[C:10]([OH:12])=[CH:9][CH:8]=[CH:7][C:6]=2[O:5][CH2:4][CH2:3]1.C([O-])([O-])=O.[K+].[K+].Cl[C:20]1[CH:25]=[CH:24][C:23]([N+:26]([O-:28])=[O:27])=[CH:22][N:21]=1, predict the reaction product. The product is: [CH3:1][CH:2]1[C:11]2[C:6](=[CH:7][CH:8]=[CH:9][C:10]=2[O:12][C:20]2[CH:25]=[CH:24][C:23]([N+:26]([O-:28])=[O:27])=[CH:22][N:21]=2)[O:5][CH2:4][CH2:3]1. (4) Given the reactants C([O:8][C:9]1[C:18](=[O:19])[C:17]2[C:12](=[CH:13][C:14]([CH2:20][CH2:21][CH:22]([CH3:29])[CH2:23][CH2:24][CH2:25][CH:26]([CH3:28])[CH3:27])=[CH:15][CH:16]=2)[O:11][C:10]=1[C:30]1[CH:35]=[C:34]([O:36]C)[C:33]([O:38]CC2C=CC=CC=2)=[C:32]([O:46]C)[CH:31]=1)C1C=CC=CC=1.B(Br)(Br)Br.CO, predict the reaction product. The product is: [CH3:29][CH:22]([CH2:23][CH2:24][CH2:25][CH:26]([CH3:28])[CH3:27])[CH2:21][CH2:20][C:14]1[CH:13]=[C:12]2[C:17]([C:18](=[O:19])[C:9]([OH:8])=[C:10]([C:30]3[CH:35]=[C:34]([OH:36])[C:33]([OH:38])=[C:32]([OH:46])[CH:31]=3)[O:11]2)=[CH:16][CH:15]=1. (5) Given the reactants [Cl:1][C:2]1[N:3]=[C:4]([C:9]([NH:11][C@H:12]2[CH2:17][CH2:16][N:15]([C:18]3[S:19][C:20]([C:26]([O:28][CH2:29][CH3:30])=[O:27])=[C:21]([C:23](O)=[O:24])[N:22]=3)[CH2:14][C@H:13]2[O:31][CH2:32][CH3:33])=[O:10])[NH:5][C:6]=1[CH2:7][CH3:8].[CH:34]1([NH2:37])[CH2:36][CH2:35]1.CCN=C=NCCCN(C)C.Cl.ON1C2C=CC=CC=2N=N1, predict the reaction product. The product is: [Cl:1][C:2]1[N:3]=[C:4]([C:9]([NH:11][C@H:12]2[CH2:17][CH2:16][N:15]([C:18]3[S:19][C:20]([C:26]([O:28][CH2:29][CH3:30])=[O:27])=[C:21]([C:23](=[O:24])[NH:37][CH:34]4[CH2:36][CH2:35]4)[N:22]=3)[CH2:14][C@H:13]2[O:31][CH2:32][CH3:33])=[O:10])[NH:5][C:6]=1[CH2:7][CH3:8].